This data is from Catalyst prediction with 721,799 reactions and 888 catalyst types from USPTO. The task is: Predict which catalyst facilitates the given reaction. (1) Reactant: [CH2:1]([C:5]12[CH2:17][CH2:16][C:15](=[O:18])[C:14]([C:19]3[CH:24]=[CH:23][C:22]([O:25]COC)=[CH:21][CH:20]=3)=[C:13]1[C:12]1[C:7](=[CH:8][C:9]([O:29][CH3:30])=[CH:10][CH:11]=1)[CH2:6]2)[CH2:2][CH2:3][CH3:4].Cl. Product: [CH2:1]([C:5]12[CH2:17][CH2:16][C:15](=[O:18])[C:14]([C:19]3[CH:24]=[CH:23][C:22]([OH:25])=[CH:21][CH:20]=3)=[C:13]1[C:12]1[C:7](=[CH:8][C:9]([O:29][CH3:30])=[CH:10][CH:11]=1)[CH2:6]2)[CH2:2][CH2:3][CH3:4]. The catalyst class is: 191. (2) Reactant: [CH2:1]([C@@H:8]1[CH2:12][O:11][C:10](=[O:13])[NH:9]1)[C:2]1[CH:7]=[CH:6][CH:5]=[CH:4][CH:3]=1.[Li]CCCC.[CH3:19][CH:20]([CH3:30])/[CH:21]=[CH:22]/[CH2:23][CH2:24][CH2:25][CH2:26][C:27](Cl)=[O:28]. Product: [CH3:19][CH:20]([CH3:30])/[CH:21]=[CH:22]/[CH2:23][CH2:24][CH2:25][CH2:26][C:27]([N:9]1[C@H:8]([CH2:1][C:2]2[CH:3]=[CH:4][CH:5]=[CH:6][CH:7]=2)[CH2:12][O:11][C:10]1=[O:13])=[O:28]. The catalyst class is: 1. (3) Reactant: [CH3:1][CH2:2][C:3]([C:5]1[CH:10]=[CH:9][C:8]([OH:11])=[CH:7][CH:6]=1)=[O:4].Br[CH2:13][CH2:14][CH2:15][Cl:16].C(=O)([O-])[O-].[K+].[K+]. Product: [Cl:16][CH2:15][CH2:14][CH2:13][O:11][C:8]1[CH:7]=[CH:6][C:5]([C:3](=[O:4])[CH2:2][CH3:1])=[CH:10][CH:9]=1. The catalyst class is: 21. (4) Reactant: Cl[S:2]([N:5]=C=O)(=[O:4])=[O:3].C(O)(C)(C)C.N1C=CC=CC=1.Cl.[S:20]1[CH:24]=[C:23]([C:25]2([OH:29])[CH2:28][NH:27][CH2:26]2)[C:22]2[CH:30]=[CH:31][CH:32]=[CH:33][C:21]1=2.C(N(CC)CC)C. Product: [S:20]1[CH:24]=[C:23]([C:25]2([OH:29])[CH2:28][N:27]([S:2]([NH2:5])(=[O:4])=[O:3])[CH2:26]2)[C:22]2[CH:30]=[CH:31][CH:32]=[CH:33][C:21]1=2. The catalyst class is: 4. (5) Product: [O:1]1[CH:5]=[CH:4][N:3]=[C:2]1[C:6]1[C:14]2[C:13]([C:15]3[CH:16]=[C:17]([NH:21][C:22](=[O:26])[C:23]([CH3:25])=[CH2:24])[CH:18]=[CH:19][CH:20]=3)=[N:12][CH:11]=[N:10][C:9]=2[NH:8][CH:7]=1. Reactant: [O:1]1[CH:5]=[CH:4][N:3]=[C:2]1[C:6]1[C:14]2[C:13]([C:15]3[CH:16]=[C:17]([NH:21][C:22](=[O:26])[C:23]([CH3:25])=[CH2:24])[CH:18]=[CH:19][CH:20]=3)=[N:12][CH:11]=[N:10][C:9]=2[N:8](COCC[Si](C)(C)C)[CH:7]=1.FC(F)(F)C(O)=O.C(N)CN.[OH-].[Na+]. The catalyst class is: 98. (6) Reactant: CC1(C)[O:7][C:6]2[CH:8]=[CH:9][C:10]([C@@H:12]([OH:51])[CH2:13][NH:14][CH2:15][CH2:16][CH2:17][CH2:18][CH2:19][CH2:20][O:21][CH2:22][CH2:23][O:24][CH2:25][C:26]3[CH:27]=[C:28]([NH:32][C:33]([NH:35][C:36]4[CH:37]=[C:38]([NH:42][C:43]([C:45]5[CH:46]=[N:47][CH:48]=[CH:49][CH:50]=5)=[O:44])[CH:39]=[CH:40][CH:41]=4)=[O:34])[CH:29]=[CH:30][CH:31]=3)=[CH:11][C:5]=2[CH2:4][O:3]1. Product: [OH:51][C@H:12]([C:10]1[CH:9]=[CH:8][C:6]([OH:7])=[C:5]([CH2:4][OH:3])[CH:11]=1)[CH2:13][NH:14][CH2:15][CH2:16][CH2:17][CH2:18][CH2:19][CH2:20][O:21][CH2:22][CH2:23][O:24][CH2:25][C:26]1[CH:27]=[C:28]([NH:32][C:33]([NH:35][C:36]2[CH:37]=[C:38]([NH:42][C:43]([C:45]3[CH:46]=[N:47][CH:48]=[CH:49][CH:50]=3)=[O:44])[CH:39]=[CH:40][CH:41]=2)=[O:34])[CH:29]=[CH:30][CH:31]=1. The catalyst class is: 86. (7) Reactant: [CH2:1]([C:3]1[C:11]([O:12][CH3:13])=[CH:10][CH:9]=[CH:8][C:4]=1[C:5]([OH:7])=O)[CH3:2].[NH:14]1[CH2:19][CH2:18][O:17][CH2:16][CH2:15]1.Cl.C(N=C=NCCCN(C)C)C.ON1C2C=CC=CC=2N=N1. Product: [CH2:1]([C:3]1[C:11]([O:12][CH3:13])=[CH:10][CH:9]=[CH:8][C:4]=1[C:5]([N:14]1[CH2:19][CH2:18][O:17][CH2:16][CH2:15]1)=[O:7])[CH3:2]. The catalyst class is: 526.